Dataset: Forward reaction prediction with 1.9M reactions from USPTO patents (1976-2016). Task: Predict the product of the given reaction. (1) Given the reactants [CH2:1]([NH2:8])[C:2]1[CH:7]=[CH:6][CH:5]=[CH:4][CH:3]=1.[CH:9](=O)[CH2:10][CH3:11].[OH-].[K+], predict the reaction product. The product is: [CH2:1](/[N:8]=[CH:9]/[CH2:10][CH3:11])[C:2]1[CH:7]=[CH:6][CH:5]=[CH:4][CH:3]=1. (2) Given the reactants [CH3:1][C@@:2]1([C:8]2[CH:17]=[CH:16][C:15]3[C:10](=[CH:11][CH:12]=[C:13]([O:18][C@H:19]4[CH2:24][CH2:23][C@@H:22]([C:25]([F:28])([F:27])[F:26])[CH2:21][CH2:20]4)[CH:14]=3)[CH:9]=2)[CH2:6][O:5]C(=O)[NH:3]1.[OH-].[Li+].C(O)C, predict the reaction product. The product is: [NH2:3][C@@:2]([C:8]1[CH:17]=[CH:16][C:15]2[C:10](=[CH:11][CH:12]=[C:13]([O:18][C@H:19]3[CH2:24][CH2:23][C@@H:22]([C:25]([F:26])([F:27])[F:28])[CH2:21][CH2:20]3)[CH:14]=2)[CH:9]=1)([CH3:1])[CH2:6][OH:5]. (3) Given the reactants [C:1]([C:3]([C:15]#[N:16])=[CH:4][C:5]1[CH:6]=[CH:7][C:8]([OH:14])=[C:9]([CH:13]=1)[C:10]([OH:12])=O)#[N:2].[F:17][C:18]([F:31])([F:30])[C:19]1[CH:20]=[C:21]([CH:23]=[C:24]([C:26]([F:29])([F:28])[F:27])[CH:25]=1)[NH2:22], predict the reaction product. The product is: [F:17][C:18]([F:30])([F:31])[C:19]1[CH:20]=[C:21]([NH:22][C:10](=[O:12])[C:9]2[CH:13]=[C:5]([CH:4]=[C:3]([C:1]#[N:2])[C:15]#[N:16])[CH:6]=[CH:7][C:8]=2[OH:14])[CH:23]=[C:24]([C:26]([F:27])([F:29])[F:28])[CH:25]=1. (4) The product is: [F:2][C:3]1[CH:8]=[C:7]([F:9])[CH:6]=[CH:5][C:4]=1[N:10]1[C:14]([N:15]2[N:24]=[C:23]3[C:17]([CH2:18][CH2:19][O:20][C:21]4[CH:28]=[CH:27][C:26]([CH:29]5[CH2:34][CH2:33][N:32]([CH2:36][CH2:37][OH:38])[CH2:31][CH2:30]5)=[CH:25][C:22]=43)=[CH:16]2)=[N:13][CH:12]=[N:11]1. Given the reactants Cl.[F:2][C:3]1[CH:8]=[C:7]([F:9])[CH:6]=[CH:5][C:4]=1[N:10]1[C:14]([N:15]2[N:24]=[C:23]3[C:17]([CH2:18][CH2:19][O:20][C:21]4[CH:28]=[CH:27][C:26]([CH:29]5[CH2:34][CH2:33][NH:32][CH2:31][CH2:30]5)=[CH:25][C:22]=43)=[CH:16]2)=[N:13][CH:12]=[N:11]1.Br[CH2:36][CH2:37][O:38]C1CCCCO1, predict the reaction product. (5) Given the reactants [CH:1]([C:3]1[S:7][C:6]([C:8]([OH:10])=[O:9])=[CH:5][CH:4]=1)=[O:2].C(OC(O[C:14]([CH3:17])([CH3:16])[CH3:15])=O)(O[C:14]([CH3:17])([CH3:16])[CH3:15])=O.N1C=CC=CC=1, predict the reaction product. The product is: [C:14]([O:9][C:8]([C:6]1[S:7][C:3]([CH:1]=[O:2])=[CH:4][CH:5]=1)=[O:10])([CH3:17])([CH3:16])[CH3:15].